This data is from Reaction yield outcomes from USPTO patents with 853,638 reactions. The task is: Predict the reaction yield, written as a fraction of the theoretical maximum amount of product (1.0 means a 100% yield; for example, 0.34 means a 34% yield). (1) The reactants are [CH3:1][O:2][C:3]1[C:4]([CH3:31])=[C:5]([C:22]([O:29][CH3:30])=[C:23]([O:27][CH3:28])[C:24]=1[O:25][CH3:26])[CH2:6][C:7]1[CH:8]=[CH:9][C:10]([OH:21])=[C:11]([CH:20]=1)[C:12]([N:14]1[CH2:19][CH2:18][CH2:17][CH2:16][CH2:15]1)=[O:13].[N:32]1[CH:37]=[CH:36][C:35](B(O)O)=[CH:34][CH:33]=1.C(N(CC)CC)C.N1C=CC=CC=1. The catalyst is C(Cl)Cl.C([O-])(=O)C.[Cu+2].C([O-])(=O)C. The product is [CH3:1][O:2][C:3]1[C:4]([CH3:31])=[C:5]([C:22]([O:29][CH3:30])=[C:23]([O:27][CH3:28])[C:24]=1[O:25][CH3:26])[CH2:6][C:7]1[CH:8]=[CH:9][C:10]([O:21][C:35]2[CH:36]=[CH:37][N:32]=[CH:33][CH:34]=2)=[C:11]([CH:20]=1)[C:12]([N:14]1[CH2:15][CH2:16][CH2:17][CH2:18][CH2:19]1)=[O:13]. The yield is 0.310. (2) The reactants are Br[C:2]1[CH:3]=[C:4]([C:8]([CH3:12])([CH3:11])[C:9]#[N:10])[CH:5]=[CH:6][CH:7]=1.[B:13]1([B:13]2[O:17][C:16]([CH3:19])([CH3:18])[C:15]([CH3:21])([CH3:20])[O:14]2)[O:17][C:16]([CH3:19])([CH3:18])[C:15]([CH3:21])([CH3:20])[O:14]1.C([O-])(=O)C.[K+]. The catalyst is COCCOC. The yield is 0.830. The product is [CH3:11][C:8]([C:4]1[CH:5]=[CH:6][CH:7]=[C:2]([B:13]2[O:17][C:16]([CH3:19])([CH3:18])[C:15]([CH3:21])([CH3:20])[O:14]2)[CH:3]=1)([CH3:12])[C:9]#[N:10]. (3) The reactants are S(Cl)(Cl)(=O)=O.[F:6][CH:7]([F:16])[O:8][C:9]1[CH:14]=[CH:13][CH:12]=[CH:11][C:10]=1[OH:15].[Cl-:17].[Al+3].[Cl-].[Cl-]. The catalyst is C1(SC2C=CC=CC=2)C=CC=CC=1. The product is [Cl:17][C:13]1[CH:12]=[CH:11][C:10]([OH:15])=[C:9]([O:8][CH:7]([F:16])[F:6])[CH:14]=1. The yield is 0.620. (4) The reactants are [Br:1][CH2:2][CH2:3][O:4][C:5]1[CH:10]=[CH:9][C:8]([N+:11]([O-:13])=[O:12])=[CH:7][C:6]=1[C:14]1[N:18]([CH3:19])[N:17]=[CH:16][CH:15]=1.[Br:20]N1C(=O)CCC1=O. The catalyst is CN(C=O)C. The product is [Br:20][C:15]1[CH:16]=[N:17][N:18]([CH3:19])[C:14]=1[C:6]1[CH:7]=[C:8]([N+:11]([O-:13])=[O:12])[CH:9]=[CH:10][C:5]=1[O:4][CH2:3][CH2:2][Br:1]. The yield is 0.810. (5) The reactants are [C:1]1([CH3:14])[CH:6]=[CH:5][CH:4]=[C:3]([N:7]2[CH:11]=[C:10](C=O)[N:9]=[CH:8]2)[CH:2]=1.[C:15]1([CH3:28])[CH:20]=[CH:19][CH:18]=[C:17]([N:21]2[C:25](C=O)=[CH:24][N:23]=[CH:22]2)[CH:16]=1.[OH-].[NH4+].II.S([O-])([O-])(=O)=S.[Na+].[Na+]. The catalyst is C1COCC1.CCOCC. The product is [C:1]1([CH3:14])[CH:6]=[CH:5][CH:4]=[C:3]([N:7]2[C:11]([C:17]#[N:21])=[CH:10][N:9]=[CH:8]2)[CH:2]=1.[C:15]1([CH3:28])[CH:20]=[CH:19][CH:18]=[C:17]([N:21]2[CH:25]=[C:24]([C:3]#[N:7])[N:23]=[CH:22]2)[CH:16]=1. The yield is 0.270. (6) The reactants are C(OC([NH:8][C@H:9]([C:11]([NH:13][CH:14]1[N:20]=[C:19]([C:21]2[CH:26]=[CH:25][CH:24]=[CH:23][N:22]=2)[C:18]2[CH:27]=[CH:28][CH:29]=[CH:30][C:17]=2[N:16]([CH3:31])[C:15]1=[O:32])=[O:12])[CH3:10])=O)(C)(C)C.C(O)(C(F)(F)F)=O. The catalyst is C(Cl)Cl. The product is [NH2:8][C@H:9]([C:11]([NH:13][CH:14]1[N:20]=[C:19]([C:21]2[CH:26]=[CH:25][CH:24]=[CH:23][N:22]=2)[C:18]2[CH:27]=[CH:28][CH:29]=[CH:30][C:17]=2[N:16]([CH3:31])[C:15]1=[O:32])=[O:12])[CH3:10]. The yield is 0.660.